This data is from Peptide-MHC class I binding affinity with 185,985 pairs from IEDB/IMGT. The task is: Regression. Given a peptide amino acid sequence and an MHC pseudo amino acid sequence, predict their binding affinity value. This is MHC class I binding data. (1) The peptide sequence is TPPVDRMAV. The MHC is HLA-A02:01 with pseudo-sequence HLA-A02:01. The binding affinity (normalized) is 0.0847. (2) The peptide sequence is WYKMWRVSK. The MHC is HLA-A25:01 with pseudo-sequence HLA-A25:01. The binding affinity (normalized) is 0.0847. (3) The peptide sequence is LYRYIQWLR. The MHC is HLA-B46:01 with pseudo-sequence HLA-B46:01. The binding affinity (normalized) is 0.0847. (4) The peptide sequence is RLQMAGVEV. The MHC is HLA-A02:02 with pseudo-sequence HLA-A02:02. The binding affinity (normalized) is 0.465. (5) The peptide sequence is QPRAPIRPI. The MHC is HLA-B08:01 with pseudo-sequence HLA-B08:01. The binding affinity (normalized) is 0.338. (6) The peptide sequence is PVVKDKIKL. The MHC is HLA-A02:03 with pseudo-sequence HLA-A02:03. The binding affinity (normalized) is 0.